Dataset: Forward reaction prediction with 1.9M reactions from USPTO patents (1976-2016). Task: Predict the product of the given reaction. (1) Given the reactants C(OC(=O)[NH:7][CH:8]([CH3:27])[C:9]([NH:11][C:12]1[CH:17]=[C:16]([Cl:18])[CH:15]=[C:14]([C:19]#[C:20][C:21]2[CH:26]=[CH:25][CH:24]=[CH:23][CH:22]=2)[N:13]=1)=[O:10])(C)(C)C.C(Cl)Cl.C(O)(C(F)(F)F)=O, predict the reaction product. The product is: [NH2:7][CH:8]([CH3:27])[C:9]([NH:11][C:12]1[CH:17]=[C:16]([Cl:18])[CH:15]=[C:14]([C:19]#[C:20][C:21]2[CH:26]=[CH:25][CH:24]=[CH:23][CH:22]=2)[N:13]=1)=[O:10]. (2) Given the reactants [F:1][C:2]1([F:16])[O:6][C:5]2[CH:7]=[C:8]([N+:13]([O-])=O)[C:9]([O:11][CH3:12])=[CH:10][C:4]=2[O:3]1.[H][H], predict the reaction product. The product is: [F:16][C:2]1([F:1])[O:3][C:4]2[CH:10]=[C:9]([O:11][CH3:12])[C:8]([NH2:13])=[CH:7][C:5]=2[O:6]1. (3) Given the reactants [Cl:1][C:2]1[CH:7]=[CH:6][C:5]([C:8]2[C:9]([OH:15])=[CH:10][CH:11]=[CH:12][C:13]=2[F:14])=[C:4]([CH3:16])[CH:3]=1.C(=O)([O-])[O-].[K+].[K+].[CH2:23](Br)[CH:24]=[CH2:25], predict the reaction product. The product is: [CH2:25]([O:15][C:9]1[CH:10]=[CH:11][CH:12]=[C:13]([F:14])[C:8]=1[C:5]1[CH:6]=[CH:7][C:2]([Cl:1])=[CH:3][C:4]=1[CH3:16])[CH:24]=[CH2:23]. (4) Given the reactants [CH3:1][O:2][C:3]1[CH:8]=[CH:7][C:6]([C:9]2O[C:13](=O)[C:12]([C:16]([O:18][CH3:19])=[O:17])=[C:11]([S:20][CH3:21])[CH:10]=2)=[CH:5][CH:4]=1.[C:22]1([N:28]2[CH:36]=[C:35]3[C:30]([CH2:31][CH2:32][CH2:33]C3=O)=[N:29]2)[CH:27]=[CH:26][CH:25]=[CH:24][CH:23]=1.[OH-].[K+].Cl, predict the reaction product. The product is: [CH3:1][O:2][C:3]1[CH:8]=[CH:7][C:6]([C:9]2[C:33]3[CH2:32][CH2:31][C:30]4[C:35](=[CH:36][N:28]([C:22]5[CH:23]=[CH:24][CH:25]=[CH:26][CH:27]=5)[N:29]=4)[C:13]=3[C:12]([C:16]([O:18][CH3:19])=[O:17])=[C:11]([S:20][CH3:21])[CH:10]=2)=[CH:5][CH:4]=1. (5) Given the reactants [F:1][C:2]1[CH:7]=[C:6]([O:8][CH2:9][C:10]2[CH:15]=[CH:14][CH:13]=[C:12]([F:16])[CH:11]=2)[CH:5]=[CH:4][C:3]=1[N:17]1[C:21](=[O:22])[CH2:20][CH:19]([C:23]([OH:25])=O)[CH2:18]1.[CH3:26][NH2:27], predict the reaction product. The product is: [CH3:26][NH:27][C:23]([CH:19]1[CH2:20][C:21](=[O:22])[N:17]([C:3]2[CH:4]=[CH:5][C:6]([O:8][CH2:9][C:10]3[CH:15]=[CH:14][CH:13]=[C:12]([F:16])[CH:11]=3)=[CH:7][C:2]=2[F:1])[CH2:18]1)=[O:25]. (6) The product is: [C:25]([O:28][C:2]1([C:19]2[CH:24]=[CH:23][CH:22]=[CH:21][CH:20]=2)[C:10]2[C:5](=[CH:6][CH:7]=[C:8]([C:11]3[C:12]([CH3:17])=[N:13][O:14][C:15]=3[CH3:16])[CH:9]=2)[NH:4][C:3]1=[O:18])(=[O:27])[CH3:26]. Given the reactants Cl[C:2]1([C:19]2[CH:24]=[CH:23][CH:22]=[CH:21][CH:20]=2)[C:10]2[C:5](=[CH:6][CH:7]=[C:8]([C:11]3[C:12]([CH3:17])=[N:13][O:14][C:15]=3[CH3:16])[CH:9]=2)[NH:4][C:3]1=[O:18].[C:25]([O-:28])(=[O:27])[CH3:26].[Na+], predict the reaction product. (7) The product is: [CH2:1]([O:3][C:4](=[O:31])[CH2:5][C:6]1[CH:11]=[CH:10][C:9]([O:12][CH3:13])=[C:8]([O:14][C:15]2[CH:20]=[CH:19][C:18]([NH:21][C:34](=[O:35])[C:33]([CH3:38])([CH3:37])[CH3:32])=[CH:17][C:16]=2[CH2:22][N:23]([C:26]([CH:28]2[CH2:29][CH2:30]2)=[O:27])[CH2:24][CH3:25])[CH:7]=1)[CH3:2]. Given the reactants [CH2:1]([O:3][C:4](=[O:31])[CH2:5][C:6]1[CH:11]=[CH:10][C:9]([O:12][CH3:13])=[C:8]([O:14][C:15]2[CH:20]=[CH:19][C:18]([NH2:21])=[CH:17][C:16]=2[CH2:22][N:23]([C:26]([CH:28]2[CH2:30][CH2:29]2)=[O:27])[CH2:24][CH3:25])[CH:7]=1)[CH3:2].[CH3:32][C:33]([CH3:38])([CH3:37])[C:34](Cl)=[O:35], predict the reaction product. (8) The product is: [Br:1][C:2]1[CH:7]=[C:6]([CH:8]([OH:9])[CH2:10][CH3:11])[CH:5]=[CH:4][N:3]=1. Given the reactants [Br:1][C:2]1[CH:7]=[C:6]([CH:8]=[O:9])[CH:5]=[CH:4][N:3]=1.[CH2:10]([Mg]Cl)[CH3:11].CCOCC, predict the reaction product. (9) The product is: [Cl:25][CH2:17][C:14]1[CH:13]=[N:12][C:11]([C:8]2[CH:9]=[CH:10][C:5]([O:4][CH2:1][CH2:2][CH3:3])=[CH:6][C:7]=2[C:19]([F:22])([F:21])[F:20])=[N:16][CH:15]=1. Given the reactants [CH2:1]([O:4][C:5]1[CH:10]=[CH:9][C:8]([C:11]2[N:16]=[CH:15][C:14]([CH2:17]O)=[CH:13][N:12]=2)=[C:7]([C:19]([F:22])([F:21])[F:20])[CH:6]=1)[CH2:2][CH3:3].S(Cl)([Cl:25])=O, predict the reaction product.